Dataset: Reaction yield outcomes from USPTO patents with 853,638 reactions. Task: Predict the reaction yield, written as a fraction of the theoretical maximum amount of product (1.0 means a 100% yield; for example, 0.34 means a 34% yield). The reactants are [CH2:1]([Mg]Br)[CH2:2][CH2:3][CH2:4][CH2:5][CH3:6].[F:9][C:10]([F:26])([F:25])[C:11]1[CH:16]=[CH:15][C:14]([C:17]2[CH:22]=[CH:21][C:20]([CH:23]=[O:24])=[CH:19][CH:18]=2)=[CH:13][CH:12]=1.O.[Cl-].[Na+]. The catalyst is O1CCCC1.C(OCC)(=O)C. The product is [F:9][C:10]([F:25])([F:26])[C:11]1[CH:12]=[CH:13][C:14]([C:17]2[CH:22]=[CH:21][C:20]([CH:23]([OH:24])[CH2:1][CH2:2][CH2:3][CH2:4][CH2:5][CH3:6])=[CH:19][CH:18]=2)=[CH:15][CH:16]=1. The yield is 0.730.